This data is from NCI-60 drug combinations with 297,098 pairs across 59 cell lines. The task is: Regression. Given two drug SMILES strings and cell line genomic features, predict the synergy score measuring deviation from expected non-interaction effect. (1) Drug 1: CC1C(C(CC(O1)OC2CC(CC3=C2C(=C4C(=C3O)C(=O)C5=C(C4=O)C(=CC=C5)OC)O)(C(=O)CO)O)N)O.Cl. Drug 2: C1CC(=O)NC(=O)C1N2CC3=C(C2=O)C=CC=C3N. Cell line: OVCAR-4. Synergy scores: CSS=-0.656, Synergy_ZIP=-2.67, Synergy_Bliss=-8.37, Synergy_Loewe=-5.00, Synergy_HSA=-6.43. (2) Drug 1: CS(=O)(=O)CCNCC1=CC=C(O1)C2=CC3=C(C=C2)N=CN=C3NC4=CC(=C(C=C4)OCC5=CC(=CC=C5)F)Cl. Drug 2: CC(C)(C#N)C1=CC(=CC(=C1)CN2C=NC=N2)C(C)(C)C#N. Cell line: RXF 393. Synergy scores: CSS=-3.76, Synergy_ZIP=0.935, Synergy_Bliss=-1.22, Synergy_Loewe=-2.08, Synergy_HSA=-3.64.